This data is from Forward reaction prediction with 1.9M reactions from USPTO patents (1976-2016). The task is: Predict the product of the given reaction. (1) Given the reactants [C:1]1(=[O:11])[O:6][C:4](=O)[C:3]2=[CH:7][CH:8]=[CH:9][CH:10]=[C:2]12.[CH2:12]([CH2:14][NH2:15])[OH:13], predict the reaction product. The product is: [OH:13][CH2:12][CH2:14][N:15]1[C:1](=[O:11])[C:2]2=[CH:10][CH:9]=[CH:8][CH:7]=[C:3]2[C:4]1=[O:6]. (2) Given the reactants [Cl:1][C:2]1[CH:7]=[C:6]([N+:8]([O-:10])=[O:9])[CH:5]=[CH:4][C:3]=1[S:11][C:12]1[S:13][C:14]2[CH:20]=[CH:19][C:18]([C:21]([OH:23])=[O:22])=[CH:17][C:15]=2[N:16]=1.[CH3:24][Si](C=[N+]=[N-])(C)C, predict the reaction product. The product is: [CH3:24][O:22][C:21]([C:18]1[CH:19]=[CH:20][C:14]2[S:13][C:12]([S:11][C:3]3[CH:4]=[CH:5][C:6]([N+:8]([O-:10])=[O:9])=[CH:7][C:2]=3[Cl:1])=[N:16][C:15]=2[CH:17]=1)=[O:23]. (3) Given the reactants [CH3:1][O:2][C:3]([C:5]1[N:6]([C:18]2[CH:23]=[CH:22][CH:21]=[CH:20][CH:19]=2)[C:7]2[C:12]([C:13](=[O:16])[C:14]=1[CH3:15])=[CH:11][CH:10]=[C:9]([Cl:17])[CH:8]=2)=[O:4].[Br:24]N1C(=O)CCC1=O.C(OOC(=O)C1C=CC=CC=1)(=O)C1C=CC=CC=1, predict the reaction product. The product is: [CH3:1][O:2][C:3]([C:5]1[N:6]([C:18]2[CH:23]=[CH:22][CH:21]=[CH:20][CH:19]=2)[C:7]2[C:12]([C:13](=[O:16])[C:14]=1[CH2:15][Br:24])=[CH:11][CH:10]=[C:9]([Cl:17])[CH:8]=2)=[O:4]. (4) Given the reactants [CH:1]([C@@H:4]1[C:9](=[O:10])[NH:8][CH2:7][CH2:6][N:5]1C(OCC1C=CC=CC=1)=O)([CH3:3])[CH3:2].[CH3:33][C:32]([O:31][C:29](O[C:29]([O:31][C:32]([CH3:35])([CH3:34])[CH3:33])=[O:30])=[O:30])([CH3:35])[CH3:34].C([C@H]1NCCNC1=O)(C)C, predict the reaction product. The product is: [CH:1]([C@@H:4]1[C:9](=[O:10])[NH:8][CH2:7][CH2:6][N:5]1[C:29]([O:31][C:32]([CH3:33])([CH3:34])[CH3:35])=[O:30])([CH3:3])[CH3:2]. (5) Given the reactants [Cl:1][C:2]1[CH:3]=[CH:4][C:5]([C:39]#[N:40])=[C:6]([C:8]2[CH:13]=[CH:12][N:11]([CH:14]([CH3:37])[C:15]([NH:17][C:18]3[CH:23]=[CH:22][C:21]([C:24]4[N:28](C(OC(C)(C)C)=O)[NH:27][C:26](=[O:36])[CH:25]=4)=[CH:20][CH:19]=3)=[O:16])[C:10](=[O:38])[CH:9]=2)[CH:7]=1.C(O)(C(F)(F)F)=O, predict the reaction product. The product is: [Cl:1][C:2]1[CH:3]=[CH:4][C:5]([C:39]#[N:40])=[C:6]([C:8]2[CH:13]=[CH:12][N:11]([CH:14]([CH3:37])[C:15]([NH:17][C:18]3[CH:23]=[CH:22][C:21]([C:24]4[NH:28][NH:27][C:26](=[O:36])[CH:25]=4)=[CH:20][CH:19]=3)=[O:16])[C:10](=[O:38])[CH:9]=2)[CH:7]=1.